This data is from Retrosynthesis with 50K atom-mapped reactions and 10 reaction types from USPTO. The task is: Predict the reactants needed to synthesize the given product. (1) The reactants are: COc1cc(-c2cc(F)cc(F)c2)ccc1B(O)O.O=S(=O)(Oc1c(F)c(F)c(F)c(F)c1F)c1ccc2c(Cl)nccc2c1. Given the product COc1cc(-c2cc(F)cc(F)c2)ccc1-c1nccc2cc(S(=O)(=O)Oc3c(F)c(F)c(F)c(F)c3F)ccc12, predict the reactants needed to synthesize it. (2) Given the product CCOC(=O)/C=C/c1ccccc1OCC(C)C, predict the reactants needed to synthesize it. The reactants are: CC(C)COc1ccccc1C=O.CCOC(=O)CP(=O)(OCC)OCC. (3) Given the product COc1ccc(S(=O)(=O)Nc2ccc(N3CCC4(CC3)OCCO4)cc2)cc1, predict the reactants needed to synthesize it. The reactants are: COc1ccc(S(=O)(=O)Cl)cc1.Nc1ccc(N2CCC3(CC2)OCCO3)cc1. (4) Given the product C=C(CCO)c1ccc(Cl)c(Cl)c1, predict the reactants needed to synthesize it. The reactants are: CC(C)(C)[Si](C)(C)O[Si](C)(C)C(C)(C)C.O=C(CCO)c1ccc(Cl)c(Cl)c1. (5) Given the product N[C@H]1CCS[C@H]2CCCCN2C1=O, predict the reactants needed to synthesize it. The reactants are: O=C(N[C@H]1CCS[C@H]2CCCCN2C1=O)OCc1ccccc1. (6) Given the product CCC1(CC)OC(=O)N(C)c2ccc(Nc3cccc(C(C)=O)c3)cc21, predict the reactants needed to synthesize it. The reactants are: CC(=O)c1cccc(B(O)O)c1.CCC1(CC)OC(=O)N(C)c2ccc(N)cc21. (7) Given the product CN1CCCN(c2cc3[nH]cc4c(=O)n(-c5ccccc5)nc-4c3cc2F)CC1, predict the reactants needed to synthesize it. The reactants are: CN1CCCNCC1.O=c1c2c[nH]c3cc(F)c(F)cc3c-2nn1-c1ccccc1. (8) Given the product CCOC(=O)c1[nH]c2ccc(-c3ccc(C(F)(F)F)cc3)cc2c1-c1cccnc1, predict the reactants needed to synthesize it. The reactants are: CC1(C)OB(c2cccnc2)OC1(C)C.CCOC(=O)c1[nH]c2ccc(-c3ccc(C(F)(F)F)cc3)cc2c1I. (9) Given the product Cc1onc(-c2ccc(F)cn2)c1/C=C/c1ncc(C(=O)NC2CCOCC2)s1, predict the reactants needed to synthesize it. The reactants are: Cc1onc(-c2ccc(F)cn2)c1/C=C/c1ncc(C(=O)O)s1.NC1CCOCC1.